This data is from Catalyst prediction with 721,799 reactions and 888 catalyst types from USPTO. The task is: Predict which catalyst facilitates the given reaction. (1) Reactant: [Br:1][C:2]1[CH:3]=[CH:4][C:5]([F:36])=[C:6]([C@@:8]([NH:28]C(=O)OC(C)(C)C)([CH:10]([S:22]([CH2:25][C:26]#[N:27])(=[O:24])=[O:23])[CH2:11][CH2:12][CH2:13][O:14][Si](C(C)(C)C)(C)C)[CH3:9])[CH:7]=1.Cl. Product: [NH2:27][C:26]1[CH2:25][S:22](=[O:24])(=[O:23])[C@@H:10]([CH2:11][CH2:12][CH2:13][OH:14])[C@:8]([C:6]2[CH:7]=[C:2]([Br:1])[CH:3]=[CH:4][C:5]=2[F:36])([CH3:9])[N:28]=1. The catalyst class is: 12. (2) The catalyst class is: 5. Reactant: Cl.[N:2]1[CH2:3][CH2:4][CH2:5][C:6]=1[NH2:7].[F:8][C:9]([F:20])([F:19])[C:10](=O)[CH:11]([CH3:17])[C:12](OCC)=[O:13].C[O-].[Na+]. Product: [CH3:17][C:11]1[C:12](=[O:13])[N:2]2[CH2:3][CH2:4][CH2:5][C:6]2=[N:7][C:10]=1[C:9]([F:20])([F:19])[F:8]. (3) The catalyst class is: 6. Product: [CH2:1]([N:5]1[C:13]2[C:8](=[C:9]([O:14][CH3:15])[CH:10]=[CH:11][CH:12]=2)[C:7]([C:16]([OH:21])=[O:23])=[CH:6]1)[CH2:2][CH2:3][CH3:4]. Reactant: [CH2:1]([N:5]1[C:13]2[C:8](=[C:9]([O:14][CH3:15])[CH:10]=[CH:11][CH:12]=2)[C:7]([C:16](=[O:21])C(F)(F)F)=[CH:6]1)[CH2:2][CH2:3][CH3:4].Cl.[OH-:23].[Na+]. (4) Reactant: [F:1][C:2]1[CH:7]=[C:6]([F:8])[CH:5]=[CH:4][C:3]=1[CH:9](O)[CH:10]([CH2:14][C:15]1[CH:20]=[CH:19][C:18]([C:21]([F:24])([F:23])[F:22])=[CH:17][CH:16]=1)C(O)=O.C1(P(N=[N+]=[N-])(C2C=CC=CC=2)=[O:33])C=CC=CC=1.C([N:45]([CH2:48]C)CC)C.[OH2:50]. Product: [F:1][C:2]1[CH:7]=[C:6]([F:8])[CH:5]=[CH:4][C:3]=1[CH:9]1[O:50][C:48](=[O:33])[NH:45][CH:10]1[CH2:14][C:15]1[CH:16]=[CH:17][C:18]([C:21]([F:23])([F:24])[F:22])=[CH:19][CH:20]=1. The catalyst class is: 7. (5) Reactant: Br[C:2]1[C:7]([O:8][CH3:9])=[CH:6][CH:5]=[C:4]([I:10])[N:3]=1.[CH3:11][O-:12].[Na+]. The catalyst class is: 3. Product: [CH3:11][O:12][C:2]1[C:7]([O:8][CH3:9])=[CH:6][CH:5]=[C:4]([I:10])[N:3]=1. (6) The catalyst class is: 5. Reactant: [OH:1][CH:2]([CH2:30][OH:31])[CH2:3][O:4][C:5]1[C:14]2[C:9](=[CH:10][CH:11]=[CH:12][CH:13]=2)[C:8]([CH2:15][CH2:16][CH2:17][CH2:18][NH:19]C(=O)OCC2C=CC=CC=2)=[CH:7][CH:6]=1. Product: [NH2:19][CH2:18][CH2:17][CH2:16][CH2:15][C:8]1[C:9]2[C:14](=[CH:13][CH:12]=[CH:11][CH:10]=2)[C:5]([O:4][CH2:3][CH:2]([OH:1])[CH2:30][OH:31])=[CH:6][CH:7]=1. (7) Reactant: [F:1][C:2]1[CH:3]=[CH:4][C:5]([O:19][CH3:20])=[C:6]([C:8]([CH3:18])([CH3:17])[CH2:9][C:10]2([C:13]([F:16])([F:15])[F:14])[CH2:12][O:11]2)[CH:7]=1.[NH2:21][C:22]1[CH:30]=[CH:29][CH:28]=[CH:27][C:23]=1[C:24]([NH2:26])=[O:25]. Product: [F:1][C:2]1[CH:3]=[CH:4][C:5]([O:19][CH3:20])=[C:6]([C:8]([CH3:18])([CH3:17])[CH2:9][C:10]([OH:11])([C:13]([F:16])([F:15])[F:14])[CH2:12][NH:21][C:22]2[CH:30]=[CH:29][CH:28]=[CH:27][C:23]=2[C:24]([NH2:26])=[O:25])[CH:7]=1. The catalyst class is: 483. (8) Reactant: C([O-])(=O)C.[NH4+:5].[CH3:6][C:7]1[N:8]([CH2:20][CH2:21][C:22]([O:24]CC)=O)[C:9]2[C:18]3[CH:17]=[CH:16][CH:15]=[CH:14][C:13]=3[N:12]=[CH:11][C:10]=2[N:19]=1. Product: [CH3:6][C:7]1[N:8]([CH2:20][CH2:21][C:22]([NH2:5])=[O:24])[C:9]2[C:18]3[CH:17]=[CH:16][CH:15]=[CH:14][C:13]=3[N:12]=[CH:11][C:10]=2[N:19]=1. The catalyst class is: 6.